From a dataset of Reaction yield outcomes from USPTO patents with 853,638 reactions. Predict the reaction yield, written as a fraction of the theoretical maximum amount of product (1.0 means a 100% yield; for example, 0.34 means a 34% yield). The product is [CH3:26][O:25][C:20]1[CH:19]=[C:18]([C:16]2[N:2]([C:4]3[CH:9]=[C:8]([C:10]#[N:11])[CH:7]=[CH:6][N:5]=3)[N:3]=[CH:14][CH:15]=2)[CH:23]=[CH:22][C:21]=1[CH3:24]. The yield is 1.00. No catalyst specified. The reactants are Cl.[NH:2]([C:4]1[CH:9]=[C:8]([C:10]#[N:11])[CH:7]=[CH:6][N:5]=1)[NH2:3].CN(C)/[CH:14]=[CH:15]/[C:16]([C:18]1[CH:23]=[CH:22][C:21]([CH3:24])=[C:20]([O:25][CH3:26])[CH:19]=1)=O.